This data is from Catalyst prediction with 721,799 reactions and 888 catalyst types from USPTO. The task is: Predict which catalyst facilitates the given reaction. (1) Reactant: [Br:1][C:2]1[CH:3]=[CH:4][C:5]([O:17][CH2:18][CH2:19]Br)=[C:6]([C:8]2[NH:9][C:10]3[C:15]([CH:16]=2)=[CH:14][CH:13]=[CH:12][CH:11]=3)[CH:7]=1.N#N.[H-].[Na+]. Product: [Br:1][C:2]1[CH:3]=[CH:4][C:5]2[O:17][CH2:18][CH2:19][N:9]3[C:10]4[CH:11]=[CH:12][CH:13]=[CH:14][C:15]=4[CH:16]=[C:8]3[C:6]=2[CH:7]=1. The catalyst class is: 3. (2) Reactant: C(=O)([O-])[O-].[K+].[K+].O1CCOCC1.[CH3:13][C:14]([CH3:30])([CH3:29])[C:15]#[C:16][C:17]([C:19]1[N:24]=[C:23]([C:25]([O:27][CH3:28])=[O:26])[CH:22]=[CH:21][CH:20]=1)=[O:18].CC1C=C(C)C=C(C)C=1S([O-])(=O)=O.[NH2:44][N+:45]1[CH:50]=[CH:49][CH:48]=[C:47]([O:51][CH3:52])[CH:46]=1. Product: [C:14]([C:15]1[C:16]([C:17]([C:19]2[N:24]=[C:23]([C:25]([O:27][CH3:28])=[O:26])[CH:22]=[CH:21][CH:20]=2)=[O:18])=[C:50]2[CH:49]=[CH:48][C:47]([O:51][CH3:52])=[CH:46][N:45]2[N:44]=1)([CH3:30])([CH3:29])[CH3:13]. The catalyst class is: 13. (3) Reactant: [OH:1][C@H:2]1[CH2:6][N:5]([C:7]([O:9][C:10]([CH3:13])([CH3:12])[CH3:11])=[O:8])[C@H:4]([C:14]([O:16][CH3:17])=[O:15])[CH2:3]1.[C:18](C1NC=CN=1)(C1NC=CN=1)=[O:19].[Br:30][C:31]1[C:32]2[C:36]([CH:37]=[CH:38][CH:39]=1)=[CH:35][NH:34][CH:33]=2. Product: [Br:30][C:31]1[CH:39]=[CH:38][CH:37]=[C:36]2[C:32]=1[CH2:33][N:34]([C:18]([O:1][CH:2]1[CH2:6][N:5]([C:7]([O:9][C:10]([CH3:11])([CH3:12])[CH3:13])=[O:8])[CH:4]([C:14]([O:16][CH3:17])=[O:15])[CH2:3]1)=[O:19])[CH2:35]2. The catalyst class is: 80. (4) Reactant: [F:1][C:2]1[CH:3]=[C:4]([C:8]2[CH:13]=[CH:12][C:11]([F:14])=[C:10]([C:15]([NH:17][C:18]3[CH:19]=[C:20]([CH:26]=[CH:27][CH:28]=3)[CH:21]=[CH:22][C:23](O)=[O:24])=[O:16])[CH:9]=2)[CH:5]=[CH:6][CH:7]=1.C(N1C=CN=C1)([N:31]1C=CN=C1)=O.N. Product: [F:1][C:2]1[CH:3]=[C:4]([C:8]2[CH:13]=[CH:12][C:11]([F:14])=[C:10]([C:15]([NH:17][C:18]3[CH:19]=[C:20]([CH:26]=[CH:27][CH:28]=3)[CH:21]=[CH:22][C:23]([NH2:31])=[O:24])=[O:16])[CH:9]=2)[CH:5]=[CH:6][CH:7]=1. The catalyst class is: 1. (5) Reactant: Cl.[OH:2][C@@H:3]1[C@H:7]([OH:8])[C@@H:6]([CH2:9][OH:10])[NH:5][C@H:4]1[C:11]1[C:15]2[N:16]=[CH:17][NH:18][C:19](=[O:20])[C:14]=2[NH:13][CH:12]=1.O.C(N(CC)CC)C.[CH3:29][C:30]([O:33][C:34](O[C:34]([O:33][C:30]([CH3:32])([CH3:31])[CH3:29])=[O:35])=[O:35])([CH3:32])[CH3:31]. Product: [OH:8][C@H:7]1[C@@H:3]([OH:2])[C@H:4]([C:11]2[C:15]3[N:16]=[CH:17][NH:18][C:19](=[O:20])[C:14]=3[NH:13][CH:12]=2)[N:5]([C:34]([O:33][C:30]([CH3:32])([CH3:31])[CH3:29])=[O:35])[C@@H:6]1[CH2:9][OH:10]. The catalyst class is: 5. (6) Reactant: [Cl:1][C:2]1[CH:3]=[C:4]([C:9]2([C:24]([F:27])([F:26])[F:25])[O:13][N:12]=[C:11]([C:14]3[CH:22]=[CH:21][C:17]([CH:18]=[N:19][OH:20])=[C:16]([CH3:23])[CH:15]=3)[CH2:10]2)[CH:5]=[C:6]([Cl:8])[CH:7]=1.Cl[N:29]1C(=O)CC[C:30]1=O.CN.C(N(CC)CC)C. Product: [Cl:1][C:2]1[CH:3]=[C:4]([C:9]2([C:24]([F:25])([F:27])[F:26])[O:13][N:12]=[C:11]([C:14]3[CH:22]=[CH:21][C:17]([C:18]([NH:19][OH:20])=[N:29][CH3:30])=[C:16]([CH3:23])[CH:15]=3)[CH2:10]2)[CH:5]=[C:6]([Cl:8])[CH:7]=1. The catalyst class is: 198. (7) Reactant: [Cl:1][C:2]1[CH:3]=[C:4]2[C:10]([C:11]3[N:16]=[C:15](S(C)=O)[C:14]([F:20])=[CH:13][N:12]=3)=[CH:9][N:8]([S:21]([C:24]3[CH:29]=[CH:28][C:27]([CH3:30])=[CH:26][CH:25]=3)(=[O:23])=[O:22])[C:5]2=[N:6][CH:7]=1.[NH2:31][CH:32]1[CH2:37][CH2:36][CH2:35][CH:34]([C:38]([OH:40])=[O:39])[CH:33]1[OH:41].CCN(C(C)C)C(C)C. Product: [Cl:1][C:2]1[CH:3]=[C:4]2[C:10]([C:11]3[N:16]=[C:15]([NH:31][CH:32]4[CH2:37][CH2:36][CH2:35][CH:34]([C:38]([OH:40])=[O:39])[CH:33]4[OH:41])[C:14]([F:20])=[CH:13][N:12]=3)=[CH:9][N:8]([S:21]([C:24]3[CH:29]=[CH:28][C:27]([CH3:30])=[CH:26][CH:25]=3)(=[O:23])=[O:22])[C:5]2=[N:6][CH:7]=1. The catalyst class is: 3.